Dataset: NCI-60 drug combinations with 297,098 pairs across 59 cell lines. Task: Regression. Given two drug SMILES strings and cell line genomic features, predict the synergy score measuring deviation from expected non-interaction effect. Drug 1: CC(CN1CC(=O)NC(=O)C1)N2CC(=O)NC(=O)C2. Drug 2: CCCS(=O)(=O)NC1=C(C(=C(C=C1)F)C(=O)C2=CNC3=C2C=C(C=N3)C4=CC=C(C=C4)Cl)F. Cell line: IGROV1. Synergy scores: CSS=16.5, Synergy_ZIP=-5.75, Synergy_Bliss=-0.440, Synergy_Loewe=0.0426, Synergy_HSA=0.370.